This data is from Full USPTO retrosynthesis dataset with 1.9M reactions from patents (1976-2016). The task is: Predict the reactants needed to synthesize the given product. Given the product [O:6]=[C:7]1[CH2:8][CH2:9][CH:1]([C:3]([OH:5])=[O:4])[CH2:2][CH2:12]1, predict the reactants needed to synthesize it. The reactants are: [CH2:1]([C:3]([OH:5])=[O:4])[CH3:2].[O:6]=[C:7]1[CH2:12]CC[CH2:9][CH2:8]1.O.[OH-].[Li+].Cl.